This data is from Forward reaction prediction with 1.9M reactions from USPTO patents (1976-2016). The task is: Predict the product of the given reaction. (1) Given the reactants [Cl:1][C:2]1[C:7]([C:8]#[N:9])=[CH:6][N:5]=[C:4]2[CH:10]=[CH:11][S:12][C:3]=12.[Br:13]N1C(=O)CCC1=O.C(=O)(O)[O-].[Na+], predict the reaction product. The product is: [Br:13][C:10]1[C:4]2=[N:5][CH:6]=[C:7]([C:8]#[N:9])[C:2]([Cl:1])=[C:3]2[S:12][CH:11]=1. (2) Given the reactants [CH2:1]([NH:3][C:4]1[C:9]2[C:10]([C:13]3[CH:18]=[CH:17][N:16]=[CH:15][N:14]=3)=[N:11][NH:12][C:8]=2[CH:7]=[CH:6][N:5]=1)[CH3:2].[CH3:19][O:20][C:21]1C=CC(CN2C3C=CN=C(NC4CCOCC4)C=3C([Sn](C)(C)C)=N2)=C[CH:22]=1.ClC1C=C(Cl)N=CN=1, predict the reaction product. The product is: [N:16]1[CH:17]=[CH:18][C:13]([C:10]2[C:9]3[C:4]([NH:3][CH:1]4[CH2:22][CH2:21][O:20][CH2:19][CH2:2]4)=[N:5][CH:6]=[CH:7][C:8]=3[NH:12][N:11]=2)=[N:14][CH:15]=1. (3) Given the reactants [Cl:1][C:2]1[CH:7]=[CH:6][N:5]=[C:4]([CH:8]=[N:9][S@@:10]([C:12]([CH3:15])([CH3:14])[CH3:13])=[O:11])[CH:3]=1.Br[CH2:17][CH:18]=[CH2:19], predict the reaction product. The product is: [Cl:1][C:2]1[CH:7]=[CH:6][N:5]=[C:4]([C@H:8]([NH:9][S@@:10]([C:12]([CH3:15])([CH3:14])[CH3:13])=[O:11])[CH2:19][CH:18]=[CH2:17])[CH:3]=1. (4) Given the reactants Br[C:2]1[CH:3]=[C:4]([CH:6]=[CH:7][CH:8]=1)[NH2:5].[CH3:9][C:10]1([CH3:26])[C:14]([CH3:16])([CH3:15])[O:13][B:12]([B:12]2[O:13][C:14]([CH3:16])([CH3:15])[C:10]([CH3:26])([CH3:9])[O:11]2)[O:11]1.C([O-])(=O)C.[K+], predict the reaction product. The product is: [CH3:9][C:10]1([CH3:26])[C:14]([CH3:16])([CH3:15])[O:13][B:12]([C:2]2[CH:3]=[C:4]([CH:6]=[CH:7][CH:8]=2)[NH2:5])[O:11]1. (5) Given the reactants [NH2:1][C:2]1[CH:20]=[CH:19][C:5]([C:6]([N:8]2[C:14]3[CH:15]=[CH:16][CH:17]=[CH:18][C:13]=3[CH2:12][CH2:11][CH2:10][CH2:9]2)=[O:7])=[C:4]([Cl:21])[CH:3]=1.Cl[C:23](Cl)([O:25][C:26](=[O:32])OC(Cl)(Cl)Cl)Cl.C(N(CC)CC)C.[N:41]1[CH:46]=[CH:45][C:44](CO)=[CH:43][CH:42]=1, predict the reaction product. The product is: [N:41]1[CH:46]=[CH:45][C:44]([CH2:23][O:25][C:26]([NH:1][C:2]2[CH:20]=[CH:19][C:5]([C:6]([N:8]3[C:14]4[CH:15]=[CH:16][CH:17]=[CH:18][C:13]=4[CH2:12][CH2:11][CH2:10][CH2:9]3)=[O:7])=[C:4]([Cl:21])[CH:3]=2)=[O:32])=[CH:43][CH:42]=1. (6) The product is: [C:22]1([C:19]2([C:14]3[N:13]=[C:12]4[S:11][C:10]([C:6]5[CH:5]=[C:4]6[C:9](=[CH:8][CH:7]=5)[N:1]([CH2:33][CH2:32][C:31]([O:30][CH2:28][CH3:29])=[O:34])[CH:2]=[CH:3]6)=[N:18][C:17]4=[CH:16][CH:15]=3)[CH2:20][CH2:21]2)[CH:23]=[CH:24][CH:25]=[CH:26][CH:27]=1. Given the reactants [NH:1]1[C:9]2[C:4](=[CH:5][C:6]([C:10]3[S:11][C:12]4[C:17]([N:18]=3)=[CH:16][CH:15]=[C:14]([C:19]3([C:22]5[CH:27]=[CH:26][CH:25]=[CH:24][CH:23]=5)[CH2:21][CH2:20]3)[N:13]=4)=[CH:7][CH:8]=2)[CH:3]=[CH:2]1.[CH2:28]([O:30][C:31](=[O:34])[CH:32]=[CH2:33])[CH3:29].C(=O)([O-])[O-].[Cs+].[Cs+], predict the reaction product. (7) Given the reactants CON(C)[C:4]([C:6]1[CH:7]=[C:8]2[C:13](=[CH:14][CH:15]=1)[N:12]=[CH:11][CH:10]=[CH:9]2)=[O:5].[CH2:17]1COCC1.C[Mg+].[Br-].Cl, predict the reaction product. The product is: [N:12]1[C:13]2[C:8](=[CH:7][C:6]([C:4](=[O:5])[CH3:17])=[CH:15][CH:14]=2)[CH:9]=[CH:10][CH:11]=1.